From a dataset of M1 muscarinic receptor agonist screen with 61,833 compounds. Binary Classification. Given a drug SMILES string, predict its activity (active/inactive) in a high-throughput screening assay against a specified biological target. (1) The compound is S(=O)(=O)(N(CC(=O)N1CCCC1)c1cc(ccc1)C)c1ccccc1. The result is 0 (inactive). (2) The molecule is O=C1N(C2CCCCCC2)CC(C1)C(O)=O. The result is 0 (inactive). (3) The compound is o1c2nc(c3c(CCCC3)c2c2ncnc(N3CCN(CC3)CCO)c12)CC(C)C. The result is 0 (inactive). (4) The compound is O(c1nc(c2ccc(cc2)C)ccc1c1nc(on1)COC)CC. The result is 0 (inactive). (5) The molecule is P(=O)(CC(=O)Nn1cnnc1)(c1ccccc1)c1ccccc1. The result is 0 (inactive).